This data is from HIV replication inhibition screening data with 41,000+ compounds from the AIDS Antiviral Screen. The task is: Binary Classification. Given a drug SMILES string, predict its activity (active/inactive) in a high-throughput screening assay against a specified biological target. (1) The compound is CC1(C)CC2=Nn3c(nnc3C(F)(F)F)SC2=C(O)C1. The result is 0 (inactive). (2) The molecule is COc1ccc(NC(=O)Nc2onc(C)c2C)c(Cl)c1. The result is 1 (active). (3) The drug is COc1ccc(C)cc1-c1ccc(-c2cc(C)ccc2OC)o1. The result is 0 (inactive). (4) The drug is CCN(CC)Cc1nc(C2CCC([N+](=O)[O-])O2)no1. The result is 0 (inactive). (5) The drug is CN(N=Cc1cccs1)c1ccc([N+](=O)[O-])cc1[N+](=O)[O-]. The result is 0 (inactive).